This data is from Catalyst prediction with 721,799 reactions and 888 catalyst types from USPTO. The task is: Predict which catalyst facilitates the given reaction. (1) Reactant: S(O)(O)(=O)=O.NC1N=C(O)C(N)=C(O)N=1.NC1N=C(O)C(N)=C(O)N=1.C[N+](C)=C[Cl:29].[Cl-].[Cl:32][C:33]1[C:38]([N:39]=[CH:40][N:41]([CH3:43])[CH3:42])=[C:37]([Cl:44])[N:36]=[C:35]([N:45]=CN(C)C)[N:34]=1. Product: [ClH:29].[NH2:45][C:35]1[N:34]=[C:33]([Cl:32])[C:38]([N:39]=[CH:40][N:41]([CH3:42])[CH3:43])=[C:37]([Cl:44])[N:36]=1. The catalyst class is: 8. (2) Reactant: [Br:1][C:2]1[CH:7]=[CH:6][C:5]([N:8]=[C:9]=[O:10])=[C:4]([CH3:11])[CH:3]=1.Cl.[Cl:13][CH2:14][CH2:15][NH2:16].O. Product: [Br:1][C:2]1[CH:7]=[CH:6][C:5]([NH:8][C:9]([NH:16][CH2:15][CH2:14][Cl:13])=[O:10])=[C:4]([CH3:11])[CH:3]=1. The catalyst class is: 1. (3) Reactant: C([O-])=O.[NH4+].[N:5]([C@@:8]1([C:15]2[CH:20]=[CH:19][CH:18]=[C:17]([Br:21])[CH:16]=2)[CH2:13][CH2:12][O:11][CH2:10][C@@H:9]1[OH:14])=[N+]=[N-]. Product: [NH2:5][C@@:8]1([C:15]2[CH:20]=[CH:19][CH:18]=[C:17]([Br:21])[CH:16]=2)[CH2:13][CH2:12][O:11][CH2:10][C@@H:9]1[OH:14]. The catalyst class is: 284. (4) Reactant: O.[S-2].[Na+].[Na+].[S].[CH2:6]([O:8][C:9]1[CH:14]=[CH:13][CH:12]=[CH:11][C:10]=1[C:15]1[CH:20]=[CH:19][C:18]([N+:21]([O-])=O)=[CH:17][C:16]=1[N+:24]([O-:26])=[O:25])[CH3:7].[Na+].[Cl-]. Product: [CH2:6]([O:8][C:9]1[CH:14]=[CH:13][CH:12]=[CH:11][C:10]=1[C:15]1[CH:20]=[CH:19][C:18]([NH2:21])=[CH:17][C:16]=1[N+:24]([O-:26])=[O:25])[CH3:7]. The catalyst class is: 6. (5) Reactant: Br[C:2]1[C:3]([CH3:19])=[N:4][N:5]([CH2:14][CH:15]2[CH2:18][CH2:17][CH2:16]2)[C:6]=1[C:7]1[CH:12]=[CH:11][C:10]([F:13])=[CH:9][CH:8]=1.CC1(C)C(C)(C)OB([C:28]2[CH:29]=[CH:30][C:31]3[O:36][CH2:35][C:34](=[O:37])[NH:33][C:32]=3[CH:38]=2)O1.C(=O)([O-])[O-].[Cs+].[Cs+]. Product: [CH:15]1([CH2:14][N:5]2[C:6]([C:7]3[CH:12]=[CH:11][C:10]([F:13])=[CH:9][CH:8]=3)=[C:2]([C:28]3[CH:29]=[CH:30][C:31]4[O:36][CH2:35][C:34](=[O:37])[NH:33][C:32]=4[CH:38]=3)[C:3]([CH3:19])=[N:4]2)[CH2:18][CH2:17][CH2:16]1. The catalyst class is: 30. (6) Reactant: [CH3:1][S:2](Cl)(=[O:4])=[O:3].[F:6][C:7]([F:38])([F:37])[C:8]1[CH:9]=[C:10]([C@H:18]([O:20][C@@H:21]2[C@@H:26]([C:27]3[CH:32]=[CH:31][C:30]([F:33])=[C:29]([F:34])[CH:28]=3)[C@H:25]([CH2:35][OH:36])[CH2:24][CH2:23][O:22]2)[CH3:19])[CH:11]=[C:12]([C:14]([F:17])([F:16])[F:15])[CH:13]=1.C(N(CC)CC)C. Product: [F:38][C:7]([F:6])([F:37])[C:8]1[CH:9]=[C:10]([C@H:18]([O:20][C@@H:21]2[C@@H:26]([C:27]3[CH:32]=[CH:31][C:30]([F:33])=[C:29]([F:34])[CH:28]=3)[C@H:25]([CH2:35][O:36][S:2]([CH3:1])(=[O:4])=[O:3])[CH2:24][CH2:23][O:22]2)[CH3:19])[CH:11]=[C:12]([C:14]([F:15])([F:16])[F:17])[CH:13]=1. The catalyst class is: 4.